Dataset: Full USPTO retrosynthesis dataset with 1.9M reactions from patents (1976-2016). Task: Predict the reactants needed to synthesize the given product. (1) Given the product [C:1]([O:4][C@H:5]1[CH2:6][CH2:7][C@@:8]([C@H:9]2[CH2:10][CH2:11][C@@:12]3([CH3:31])[C@@H:16]([CH2:15][CH2:14][C@@:13]3([OH:30])[C:24]3[CH:29]=[CH:28][CH:27]=[CH:26][N:25]=3)[C@@H:17]2[CH2:18][OH:23])([CH3:32])[C@@H:20]([CH2:19][OH:22])[CH2:21]1)(=[O:3])[CH3:2], predict the reactants needed to synthesize it. The reactants are: [C:1]([O:4][C@@H:5]1[CH2:21][C@H:20]2[C@@:8]([CH3:32])([C@@H:9]3[C@@H:17]([C@@H:18]([OH:23])[C@@H:19]2[OH:22])[C@H:16]2[C@@:12]([CH3:31])([C@:13]([OH:30])([C:24]4[CH:29]=[CH:28][CH:27]=[CH:26][N:25]=4)[CH2:14][CH2:15]2)[CH2:11][CH2:10]3)[CH2:7][CH2:6]1)(=[O:3])[CH3:2].C1COCC1.O.[BH4-].[Na+]. (2) Given the product [Cl:1][C:2]1[CH:11]=[C:10]([F:12])[C:9]2[C:4](=[CH:5][CH:6]=[C:7]([OH:13])[CH:8]=2)[N:3]=1, predict the reactants needed to synthesize it. The reactants are: [Cl:1][C:2]1[CH:11]=[C:10]([F:12])[C:9]2[C:4](=[CH:5][CH:6]=[C:7]([O:13]C)[CH:8]=2)[N:3]=1.B(Br)(Br)Br. (3) Given the product [CH2:45]([O:44][C:42](=[O:43])[CH2:41][O:1][C:2]1[CH:3]=[C:4]2[C:8](=[C:9]([N:11]([CH3:21])[S:12]([C:15]3[CH:20]=[CH:19][CH:18]=[CH:17][N:16]=3)(=[O:14])=[O:13])[CH:10]=1)[NH:7][C:6]([C:22]1[S:23][CH:24]([CH2:27][N:28]3[CH2:33][CH2:32][S:31][CH2:30][CH2:29]3)[CH2:25][N:26]=1)=[CH:5]2)[CH3:46], predict the reactants needed to synthesize it. The reactants are: [OH:1][C:2]1[CH:3]=[C:4]2[C:8](=[C:9]([N:11]([CH3:21])[S:12]([C:15]3[CH:20]=[CH:19][CH:18]=[CH:17][N:16]=3)(=[O:14])=[O:13])[CH:10]=1)[NH:7][C:6]([C:22]1[S:23][CH:24]([CH2:27][N:28]3[CH2:33][CH2:32][S:31][CH2:30][CH2:29]3)[CH2:25][N:26]=1)=[CH:5]2.C(=O)([O-])[O-].[K+].[K+].Br[CH2:41][C:42]([O:44][CH2:45][CH3:46])=[O:43]. (4) Given the product [C:22]([O:26][C:27]([N:29]1[CH2:35][CH2:34][C:33]2[CH:36]=[CH:37][C:38]([NH:40][C:2]3[N:21]=[C:5]4[C:6]([C:10]5[C:18]6[O:17][C:16]([F:20])([F:19])[O:15][C:14]=6[CH:13]=[CH:12][CH:11]=5)=[CH:7][CH:8]=[CH:9][N:4]4[N:3]=3)=[CH:39][C:32]=2[CH2:31][CH2:30]1)=[O:28])([CH3:25])([CH3:23])[CH3:24], predict the reactants needed to synthesize it. The reactants are: Cl[C:2]1[N:21]=[C:5]2[C:6]([C:10]3[C:18]4[O:17][C:16]([F:20])([F:19])[O:15][C:14]=4[CH:13]=[CH:12][CH:11]=3)=[CH:7][CH:8]=[CH:9][N:4]2[N:3]=1.[C:22]([O:26][C:27]([N:29]1[CH2:35][CH2:34][C:33]2[CH:36]=[CH:37][C:38]([NH2:40])=[CH:39][C:32]=2[CH2:31][CH2:30]1)=[O:28])([CH3:25])([CH3:24])[CH3:23]. (5) The reactants are: [CH2:1]([C:4]1([C:24]2[CH:29]=[CH:28][CH:27]=[CH:26][CH:25]=2)[CH:8]2[CH2:9][O:10][C:11]3[CH:16]=[CH:15][C:14]([Cl:17])=[CH:13][C:12]=3[N:7]2[N:6]=[C:5]1[C:18]([N:20]([O:22][CH3:23])[CH3:21])=[O:19])[CH:2]=[CH2:3].B1C2CCCC1CCC2.[OH-:39].[Na+].OO. Given the product [Cl:17][C:14]1[CH:15]=[CH:16][C:11]2[O:10][CH2:9][CH:8]3[C:4]([CH2:1][CH2:2][CH2:3][OH:39])([C:24]4[CH:25]=[CH:26][CH:27]=[CH:28][CH:29]=4)[C:5]([C:18]([N:20]([O:22][CH3:23])[CH3:21])=[O:19])=[N:6][N:7]3[C:12]=2[CH:13]=1, predict the reactants needed to synthesize it.